Dataset: Full USPTO retrosynthesis dataset with 1.9M reactions from patents (1976-2016). Task: Predict the reactants needed to synthesize the given product. (1) Given the product [F:34][C:33]([F:36])([F:35])[C:29]([O-:41])=[O:38].[C:10]([CH2:11][C@@H:12]([NH:18][S:19]([C:22]1[S:23][C:24]([C:27]2[N:31]([CH3:32])[N:30]=[C:29]([C:33]([F:35])([F:36])[F:34])[CH:28]=2)=[CH:25][CH:26]=1)(=[O:21])=[O:20])[CH2:13][N+:14]([CH3:17])([CH3:16])[CH3:15])([OH:37])=[O:9], predict the reactants needed to synthesize it. The reactants are: [I-].C([O:9][C:10](=[O:37])[CH2:11][C@@H:12]([NH:18][S:19]([C:22]1[S:23][C:24]([C:27]2[N:31]([CH3:32])[N:30]=[C:29]([C:33]([F:36])([F:35])[F:34])[CH:28]=2)=[CH:25][CH:26]=1)(=[O:21])=[O:20])[CH2:13][N+:14]([CH3:17])([CH3:16])[CH3:15])C1C=CC=CC=1.[OH-:38].[Na+].C[OH:41]. (2) Given the product [CH3:9][O:10][C:11]1[CH:12]=[C:13]([NH:23][C:24]2[N:26]=[C:28]([C:29]([O:31][CH2:32][CH3:33])=[O:30])[CH:34]=[C:35]([CH3:36])[N:25]=2)[CH:14]=[CH:15][C:16]=1[N:17]1[CH:21]=[C:20]([CH3:22])[N:19]=[CH:18]1, predict the reactants needed to synthesize it. The reactants are: [N+]([O-])(O)=O.[N+]([O-])(O)=O.[CH3:9][O:10][C:11]1[CH:12]=[C:13]([NH:23][C:24]([NH2:26])=[NH:25])[CH:14]=[CH:15][C:16]=1[N:17]1[CH:21]=[C:20]([CH3:22])[N:19]=[CH:18]1.O=[C:28]([CH2:34][C:35](=O)[CH3:36])[C:29]([O:31][CH2:32][CH3:33])=[O:30].C(=O)([O-])[O-].[K+].[K+]. (3) Given the product [OH:12]/[N:11]=[C:10](/[C:13]1[CH:18]=[CH:17][N:16]=[CH:15][CH:14]=1)\[CH2:9][CH:8]([C:4]1[CH:3]=[C:2]([CH:7]=[CH:6][CH:5]=1)[C:25]([OH:27])=[O:26])[C:19]1[CH:20]=[CH:21][CH:22]=[CH:23][CH:24]=1, predict the reactants needed to synthesize it. The reactants are: Br[C:2]1[CH:3]=[C:4]([CH:8]([C:19]2[CH:24]=[CH:23][CH:22]=[CH:21][CH:20]=2)[CH2:9]/[C:10](/[C:13]2[CH:18]=[CH:17][N:16]=[CH:15][CH:14]=2)=[N:11]\[OH:12])[CH:5]=[CH:6][CH:7]=1.[C:25](=[O:27])=[O:26]. (4) The reactants are: CC(C1N(CC[C@@H](O)C[C@@H](O)CC(O)=O)C(C2C=CC(F)=CC=2)=C(C2C=CC=CC=2)C=1C(N[C:36]1[CH:37]=[CH:38][CH:39]=[CH:40][CH:41]=1)=O)C.CCC(C(O[C@@H:50]1[C@@H:55]2[C@@H:56]([CH2:61][CH2:62][C@H:63]3[O:69][C:67](=[O:68])[CH2:66][C@H:65]([OH:70])[CH2:64]3)[C@@H](C)C=C[C:54]2=[CH:53][C@H](C)C1)=O)(C)C.CC(C1C(COC)=C(C2C=CC(F)=CC=2)C(/C=C/[C@@H](O)[CH2:87][C@@H:88](O)[CH2:89][C:90]([OH:92])=[O:91])=C(C(C)C)N=1)C.[CH:105]1C=CC2N=C(C3CC3)C(/C=C/[C@@H](O)C[C@@H](O)CC(O)=O)=C(C3C=CC(F)=CC=3)C=2C=1.CC[C@@H](C(O[C@@H]1[C@@H]2[C@@H](CC[C@@H](O)C[C@@H](O)CC(O)=O)[C@@H](C)C=CC2=C[C@@H](O)C1)=O)C.CC(N1C(/C=C/C(O)CC(O)CC(O)=O)=C(C2C=CC(F)=CC=2)C2C=CC=CC1=2)C.CC(C1N=C(N(S(C)(=O)=O)C)N=C(C2C=CC(F)=CC=2)C=1/C=C/[C@@H](O)C[C@@H](O)CC(O)=O)C.CC[C@@H](C(O[C@@H]1[C@@H]2[C@@H](CC[C@H]3OC(=O)C[C@H](O)C3)[C@@H](C)C=CC2=C[C@H](C)C1)=O)C. Given the product [CH3:87][CH2:88][C@@H:89]([C:90]([O:92][C@@H:36]1[C@@H:37]2[C@@H:56]([CH2:61][CH2:62][C@H:63]3[O:69][C:67](=[O:68])[CH2:66][C@H:65]([OH:70])[CH2:64]3)[C@@H:55]([CH3:50])[CH:54]=[CH:53][C:38]2=[CH:39][CH2:40][CH2:41]1)=[O:91])[CH3:105], predict the reactants needed to synthesize it. (5) Given the product [Cl:18][C:19]1[CH:20]=[C:21]([CH:22]=[CH:23][CH:24]=1)[O:25][C:2]1[CH:7]=[C:6]([O:8][CH2:9][C:10]#[CH:11])[N:5]=[CH:4][N:3]=1, predict the reactants needed to synthesize it. The reactants are: Cl[C:2]1[CH:7]=[C:6]([O:8][CH2:9][C:10]#[CH:11])[N:5]=[CH:4][N:3]=1.C(=O)([O-])[O-].[K+].[K+].[Cl:18][C:19]1[CH:20]=[C:21]([OH:25])[CH:22]=[CH:23][CH:24]=1.[Cl-].[NH4+]. (6) Given the product [CH:20]([O:19][C:5]1[CH:6]=[CH:7][C:8]([CH2:9][CH2:10][C:11]([OH:13])=[O:12])=[CH:14][CH:15]=1)([CH3:21])[CH3:24], predict the reactants needed to synthesize it. The reactants are: C([C:5]1[CH:15]=[CH:14][C:8]([CH:9]=[CH:10][C:11]([OH:13])=[O:12])=[CH:7][CH:6]=1)(C)(C)C.C([O:19][CH2:20][CH3:21])(=O)C.[H][H].[CH2:24](O)C. (7) Given the product [O:1]1[C@H:5]2[O:6][CH2:7][CH2:8][C@H:4]2[C:3](=[O:9])[CH2:2]1, predict the reactants needed to synthesize it. The reactants are: [O:1]1[C@H:5]2[O:6][CH2:7][CH2:8][C@H:4]2[C@@H:3]([OH:9])[CH2:2]1.O1[C@H]2OCC[C@H]2[C@H](O)C1.O1[C@@H]2OCC[C@@H]2[C@H](O)C1.O1[C@@H]2OCC[C@@H]2[C@@H](O)C1.P([O-])([O-])(O)=O.[K+].[K+].Cl[O-].[Na+].S([O-])([O-])(=O)=S.[Na+].[Na+].P(=O)(O)(O)O. (8) Given the product [N:39]1([NH:38][C:17]([C:14]2[NH:15][N:16]=[C:12]([O:11][CH2:10][C:9]3[C:5]([CH2:1][CH2:2][CH2:3][CH3:4])=[N:6][O:7][C:8]=3[CH3:20])[CH:13]=2)=[O:19])[CH2:40][CH2:37][CH2:36][CH2:35]1, predict the reactants needed to synthesize it. The reactants are: [CH2:1]([C:5]1[C:9]([CH2:10][O:11][C:12]2[CH:13]=[C:14]([C:17]([OH:19])=O)[NH:15][N:16]=2)=[C:8]([CH3:20])[O:7][N:6]=1)[CH2:2][CH2:3][CH3:4].FC1C=CC(C2C(CO[C:35]3[CH:36]=[C:37]([C:40](O)=O)[NH:38][N:39]=3)=C(C)ON=2)=CC=1. (9) Given the product [C:41]([C:40]1[CH:39]=[C:38]([CH:45]=[CH:44][CH:43]=1)[CH2:37][O:36][CH2:35][CH2:34][O:33][C:32]1[CH:31]=[CH:30][C:29]([CH2:28][CH2:27][NH:1][CH2:2][C@@H:3]([C:5]2[CH:6]=[CH:7][C:8]([OH:16])=[C:9]([NH:11][S:12]([CH3:15])(=[O:14])=[O:13])[CH:10]=2)[OH:4])=[CH:47][CH:46]=1)#[N:42], predict the reactants needed to synthesize it. The reactants are: [NH2:1][CH2:2][C@@H:3]([C:5]1[CH:6]=[CH:7][C:8]([OH:16])=[C:9]([NH:11][S:12]([CH3:15])(=[O:14])=[O:13])[CH:10]=1)[OH:4].CCN(C(C)C)C(C)C.Br[CH2:27][CH2:28][C:29]1[CH:47]=[CH:46][C:32]([O:33][CH2:34][CH2:35][O:36][CH2:37][C:38]2[CH:39]=[C:40]([CH:43]=[CH:44][CH:45]=2)[C:41]#[N:42])=[CH:31][CH:30]=1. (10) Given the product [Cl:10][C:11]1[CH:33]=[CH:32][C:14]([CH2:15][NH:16][C:17]([C:19]2[C:20](=[O:31])[C:21]3[CH:28]=[C:27]([CH2:29][N:37]([CH2:36][CH:35]([C:39]4[S:43][C:42]([C:44]#[N:45])=[CH:41][CH:40]=4)[OH:34])[CH3:38])[O:26][C:22]=3[N:23]([CH3:25])[CH:24]=2)=[O:18])=[CH:13][CH:12]=1, predict the reactants needed to synthesize it. The reactants are: C(N(CC)C(C)C)(C)C.[Cl:10][C:11]1[CH:33]=[CH:32][C:14]([CH2:15][NH:16][C:17]([C:19]2[C:20](=[O:31])[C:21]3[CH:28]=[C:27]([CH2:29]Cl)[O:26][C:22]=3[N:23]([CH3:25])[CH:24]=2)=[O:18])=[CH:13][CH:12]=1.[OH:34][CH:35]([C:39]1[S:43][C:42]([C:44]#[N:45])=[CH:41][CH:40]=1)[CH2:36][NH:37][CH3:38].O.